Task: Regression/Classification. Given a drug SMILES string, predict its absorption, distribution, metabolism, or excretion properties. Task type varies by dataset: regression for continuous measurements (e.g., permeability, clearance, half-life) or binary classification for categorical outcomes (e.g., BBB penetration, CYP inhibition). Dataset: cyp2c9_veith.. Dataset: CYP2C9 inhibition data for predicting drug metabolism from PubChem BioAssay The molecule is CC(C)CNC(=S)NC1CC2CCCC(C1)N2Cc1ccco1. The result is 1 (inhibitor).